This data is from Forward reaction prediction with 1.9M reactions from USPTO patents (1976-2016). The task is: Predict the product of the given reaction. (1) Given the reactants [C:1]([C:4]1[CH:13]([C:14]2[CH:15]=[CH:16][CH:17]=[C:18]3[C:23]=2[O:22][C:21]([CH3:24])=[CH:20][C:19]3=[O:25])[C:12]2[C:11](=[O:26])[NH:10][CH:9]=[CH:8][C:7]=2[NH:6][C:5]=1[CH3:27])(=[O:3])[CH3:2].S(OCCC)(O[CH2:32][CH2:33][CH3:34])(=O)=O.CO, predict the reaction product. The product is: [C:1]([C:4]1[CH:13]([C:14]2[CH:15]=[CH:16][CH:17]=[C:18]3[C:23]=2[O:22][C:21]([CH3:24])=[CH:20][C:19]3=[O:25])[C:12]2[C:7](=[CH:8][CH:9]=[N:10][C:11]=2[O:26][CH2:32][CH2:33][CH3:34])[NH:6][C:5]=1[CH3:27])(=[O:3])[CH3:2]. (2) Given the reactants [Cl:1][C:2]1[C:3]([C:19]([N:21]2[CH2:25][CH2:24][C:23]([F:27])([F:26])[CH2:22]2)=[O:20])=[CH:4][C:5]([O:11][CH2:12][C:13]2[CH:18]=[CH:17][CH:16]=[CH:15][CH:14]=2)=[C:6]([CH:10]=1)[C:7]([OH:9])=O.C(N(C(C)C)CC)(C)C.CN(C(ON1N=NC2C=CC=NC1=2)=[N+](C)C)C.F[P-](F)(F)(F)(F)F.[CH3:61][C:62]1[C:66]([NH2:67])=[CH:65][O:64][N:63]=1, predict the reaction product. The product is: [Cl:1][C:2]1[C:3]([C:19]([N:21]2[CH2:25][CH2:24][C:23]([F:26])([F:27])[CH2:22]2)=[O:20])=[CH:4][C:5]([O:11][CH2:12][C:13]2[CH:18]=[CH:17][CH:16]=[CH:15][CH:14]=2)=[C:6]([CH:10]=1)[C:7]([NH:67][C:66]1[C:62]([CH3:61])=[N:63][O:64][CH:65]=1)=[O:9]. (3) Given the reactants [OH-].[K+].CSC.C([N:9]1[C:21]2[CH:20]=[CH:19][C:18]([N:22]([C:29]3[CH:34]=[CH:33][CH:32]=[CH:31][CH:30]=3)[C:23]3[CH:28]=[CH:27][CH:26]=[CH:25][CH:24]=3)=[CH:17][C:16]=2[C:15]2[C:10]1=[CH:11][CH:12]=[CH:13][CH:14]=2)(=O)C.O, predict the reaction product. The product is: [C:29]1([N:22]([C:18]2[CH:19]=[CH:20][C:21]3[NH:9][C:10]4[C:15]([C:16]=3[CH:17]=2)=[CH:14][CH:13]=[CH:12][CH:11]=4)[C:23]2[CH:24]=[CH:25][CH:26]=[CH:27][CH:28]=2)[CH:30]=[CH:31][CH:32]=[CH:33][CH:34]=1. (4) Given the reactants [Br:1][C:2]1[CH:7]=[CH:6][C:5]([OH:8])=[CH:4][C:3]=1[CH3:9].Br[CH2:11][C:12]1[N:16]([C:17]2[C:22]([Cl:23])=[CH:21][CH:20]=[CH:19][C:18]=2[Cl:24])[N:15]=[CH:14][C:13]=1[CH:25]([CH3:27])[CH3:26].C(=O)([O-])[O-].[K+].[K+], predict the reaction product. The product is: [Br:1][C:2]1[CH:7]=[CH:6][C:5]([O:8][CH2:11][C:12]2[N:16]([C:17]3[C:18]([Cl:24])=[CH:19][CH:20]=[CH:21][C:22]=3[Cl:23])[N:15]=[CH:14][C:13]=2[CH:25]([CH3:27])[CH3:26])=[CH:4][C:3]=1[CH3:9]. (5) Given the reactants [Br:1][C:2]1[CH:7]=[CH:6][CH:5]=[CH:4][C:3]=1[NH:8][CH2:9][CH2:10][NH:11][S:12]([C:15]1[CH:20]=[CH:19][CH:18]=[CH:17][C:16]=1[N+:21]([O-:23])=[O:22])(=[O:14])=[O:13].C(=O)(OC)O/[CH:26]=[CH:27]\CCOC(=O)OC.[C:38]1(P(C2C=CC=CC=2)C2C=CC=CN=2)C=CC=C[CH:39]=1, predict the reaction product. The product is: [Br:1][C:2]1[CH:7]=[CH:6][CH:5]=[CH:4][C:3]=1[N:8]1[CH2:39][CH2:38][N:11]([S:12]([C:15]2[CH:20]=[CH:19][CH:18]=[CH:17][C:16]=2[N+:21]([O-:23])=[O:22])(=[O:13])=[O:14])[CH2:10][CH:9]1[CH:26]=[CH2:27]. (6) Given the reactants [CH3:1][O:2][C:3]1[C@@H:4]([CH:12]([CH3:14])[CH3:13])[N:5]=[C:6]([O:10][CH3:11])[CH:7]([CH3:9])[N:8]=1.C([Li])CCC.IC[C@@H:22]([C:25]1[CH:30]=[CH:29][CH:28]=[CH:27][CH:26]=1)[CH2:23][CH3:24], predict the reaction product. The product is: [CH:12]([C@@H:4]1[C:3]([O:2][CH3:1])=[N:8][C@@H:7]([CH2:9][C@@H:22]([C:25]2[CH:30]=[CH:29][CH:28]=[CH:27][CH:26]=2)[CH2:23][CH3:24])[C:6]([O:10][CH3:11])=[N:5]1)([CH3:14])[CH3:13].